From a dataset of Full USPTO retrosynthesis dataset with 1.9M reactions from patents (1976-2016). Predict the reactants needed to synthesize the given product. Given the product [Br:1][C:2]1[C:6]2[CH2:7][NH:8][CH2:9][CH2:10][C:5]=2[NH:4][N:3]=1, predict the reactants needed to synthesize it. The reactants are: [Br:1][C:2]1[C:6]2[CH2:7][N:8](C(OC(C)(C)C)=O)[CH2:9][CH2:10][C:5]=2[NH:4][N:3]=1.